From a dataset of Peptide-MHC class II binding affinity with 134,281 pairs from IEDB. Regression. Given a peptide amino acid sequence and an MHC pseudo amino acid sequence, predict their binding affinity value. This is MHC class II binding data. (1) The peptide sequence is YKKLRTSSFALNLPT. The MHC is DRB1_0301 with pseudo-sequence DRB1_0301. The binding affinity (normalized) is 0.0365. (2) The peptide sequence is LGTCQTLTPMMSSKF. The MHC is DRB3_0101 with pseudo-sequence DRB3_0101. The binding affinity (normalized) is 0.225. (3) The peptide sequence is TIIKALGALDSPREI. The MHC is DRB1_0901 with pseudo-sequence DRB1_0901. The binding affinity (normalized) is 0.973. (4) The MHC is HLA-DQA10601-DQB10402 with pseudo-sequence HLA-DQA10601-DQB10402. The peptide sequence is GKATLECQVQTAVDFKK. The binding affinity (normalized) is 0.